Dataset: Forward reaction prediction with 1.9M reactions from USPTO patents (1976-2016). Task: Predict the product of the given reaction. (1) The product is: [Cl:50][C:40]1[C:41]([O:48][CH3:49])=[CH:42][C:43]([O:46][CH3:47])=[C:44]([Cl:45])[C:39]=1[NH:30][C:28](=[O:29])[N:27]([C:23]1[N:24]=[CH:25][N:26]=[C:21]([NH:5][C:4]2[CH:6]=[CH:7][CH:8]=[C:2]([F:1])[C:3]=2[NH:9][C:61](=[O:64])[CH:62]=[CH2:63])[CH:22]=1)[CH3:51]. Given the reactants [F:1][C:2]1[C:3]([N+:9]([O-])=O)=[C:4]([CH:6]=[CH:7][CH:8]=1)[NH2:5].NC1C(C)=CC=CC=1N[C:21]1[N:26]=[CH:25][N:24]=[C:23]([N:27]([CH3:51])[C:28]([N:30]([C:39]2[C:44]([Cl:45])=[C:43]([O:46][CH3:47])[CH:42]=[C:41]([O:48][CH3:49])[C:40]=2[Cl:50])COCC[Si](C)(C)C)=[O:29])[CH:22]=1.C(N(C(C)C)CC)(C)C.[C:61](O)(=[O:64])[CH:62]=[CH2:63].C(Cl)Cl.C(P1(=O)OP(=O)(CCC)OP(=O)(CCC)O1)CC, predict the reaction product. (2) Given the reactants [NH:1]1[CH2:6][CH2:5][CH2:4][CH2:3][C:2]1=[O:7].[H-].[Na+].Br[CH2:11][C:12]([O:14][CH2:15][C:16]1[CH:21]=[CH:20][CH:19]=[CH:18][CH:17]=1)=[O:13].C(OCC)(=O)C, predict the reaction product. The product is: [O:7]=[C:2]1[CH2:3][CH2:4][CH2:5][CH2:6][N:1]1[CH2:11][C:12]([O:14][CH2:15][C:16]1[CH:21]=[CH:20][CH:19]=[CH:18][CH:17]=1)=[O:13]. (3) Given the reactants [CH2:1]([C:3]1[CH:4]=[C:5]([CH:8]=[CH:9][CH:10]=1)[C:6]#[N:7])[CH3:2].Cl.[NH2:12][OH:13].[OH-].[Na+], predict the reaction product. The product is: [CH2:1]([C:3]1[CH:4]=[C:5]([CH:8]=[CH:9][CH:10]=1)[C:6]([NH:12][OH:13])=[NH:7])[CH3:2].